This data is from Full USPTO retrosynthesis dataset with 1.9M reactions from patents (1976-2016). The task is: Predict the reactants needed to synthesize the given product. (1) Given the product [C:11]1([C:4]2[CH2:9][CH2:8][CH2:7][C:6](=[O:10])[CH:5]=2)[CH:16]=[CH:15][CH:14]=[CH:13][CH:12]=1, predict the reactants needed to synthesize it. The reactants are: C(O[C:4]1[CH2:9][CH2:8][CH2:7][C:6](=[O:10])[CH:5]=1)C.[C:11]1([Mg]Br)[CH:16]=[CH:15][CH:14]=[CH:13][CH:12]=1.Cl. (2) Given the product [C:20]([O:19][C:17]([N:15]1[CH2:14][C:13]2([CH2:12][C:11](=[O:28])[C:10]3[C:25](=[CH:26][CH:27]=[C:8](/[CH:7]=[CH:6]/[C:5]([OH:29])=[O:4])[CH:9]=3)[O:24]2)[CH2:16]1)=[O:18])([CH3:23])([CH3:21])[CH3:22], predict the reactants needed to synthesize it. The reactants are: [OH-].[Na+].C[O:4][C:5](=[O:29])/[CH:6]=[CH:7]/[C:8]1[CH:9]=[C:10]2[C:25](=[CH:26][CH:27]=1)[O:24][C:13]1([CH2:16][N:15]([C:17]([O:19][C:20]([CH3:23])([CH3:22])[CH3:21])=[O:18])[CH2:14]1)[CH2:12][C:11]2=[O:28].Cl.